Predict the reaction yield, written as a fraction of the theoretical maximum amount of product (1.0 means a 100% yield; for example, 0.34 means a 34% yield). From a dataset of Reaction yield outcomes from USPTO patents with 853,638 reactions. (1) The reactants are [F:1][C:2]([F:11])([F:10])[C:3]1[N:4]=[CH:5][C:6]([NH2:9])=[N:7][CH:8]=1.C(N(CC)CC)C.ClC(Cl)(O[C:23](=[O:29])OC(Cl)(Cl)Cl)Cl.[CH3:31][C:32]1[CH:37]=[C:36]([C:38]2[CH:39]=[CH:40][C:41]3[N:47]4[CH2:48][C@H:44]([CH2:45][CH2:46]4)[NH:43][C:42]=3[N:49]=2)[CH:35]=[CH:34][N:33]=1. The catalyst is C1COCC1.C(Cl)Cl.CO. The product is [CH3:31][C:32]1[CH:37]=[C:36]([C:38]2[CH:39]=[CH:40][C:41]3[N:47]4[CH2:48][C@H:44]([CH2:45][CH2:46]4)[N:43]([C:23]([NH:9][C:6]4[CH:5]=[N:4][C:3]([C:2]([F:1])([F:10])[F:11])=[CH:8][N:7]=4)=[O:29])[C:42]=3[N:49]=2)[CH:35]=[CH:34][N:33]=1. The yield is 0.320. (2) The reactants are [C:1]([N:4]1[C:13]2[C:8](=[CH:9][C:10](B3OC(C)(C)C(C)(C)O3)=[CH:11][CH:12]=2)[C@H:7]([NH:23][C:24]2[CH:31]=[CH:30][C:27]([C:28]#[N:29])=[CH:26][N:25]=2)[CH2:6][C@@H:5]1[CH3:32])(=[O:3])[CH3:2].Br[C:34]1[CH:39]=[CH:38][C:37]([CH2:40][C:41]([O:43][CH2:44][CH3:45])=[O:42])=[CH:36][CH:35]=1.C(=O)([O-])[O-].[K+].[K+]. The catalyst is C1(C)C=CC=CC=1.C(O)C.C1C=CC([P]([Pd]([P](C2C=CC=CC=2)(C2C=CC=CC=2)C2C=CC=CC=2)([P](C2C=CC=CC=2)(C2C=CC=CC=2)C2C=CC=CC=2)[P](C2C=CC=CC=2)(C2C=CC=CC=2)C2C=CC=CC=2)(C2C=CC=CC=2)C2C=CC=CC=2)=CC=1. The product is [C:1]([N:4]1[C:13]2[C:8](=[CH:9][C:10]([C:34]3[CH:39]=[CH:38][C:37]([CH2:40][C:41]([O:43][CH2:44][CH3:45])=[O:42])=[CH:36][CH:35]=3)=[CH:11][CH:12]=2)[C@H:7]([NH:23][C:24]2[CH:31]=[CH:30][C:27]([C:28]#[N:29])=[CH:26][N:25]=2)[CH2:6][C@@H:5]1[CH3:32])(=[O:3])[CH3:2]. The yield is 0.420. (3) The reactants are CC(C[AlH]CC(C)C)C.[C:10]([NH:18][C:19]1([CH2:23][C:24](OCC)=O)[CH2:22][CH2:21][CH2:20]1)(=[O:17])[C:11]1[CH:16]=[CH:15][CH:14]=[CH:13][CH:12]=1.C[OH:30].[NH4+].[Cl-]. The catalyst is C1COCC1. The product is [C:10]([NH:18][C:19]1([C:23](=[O:30])[CH3:24])[CH2:22][CH2:21][CH2:20]1)(=[O:17])[C:11]1[CH:16]=[CH:15][CH:14]=[CH:13][CH:12]=1. The yield is 0.320. (4) The reactants are S(=O)(=O)(O)O.[OH:6][C@H:7]1[O:15][C@H:14]([CH2:16][OH:17])[C@@H:12]([OH:13])[C@H:10]([OH:11])[C@H:8]1[OH:9].[OH-].[Na+]. The catalyst is CC(C)=O. The product is [CH3:7][C:8]1([CH3:10])[O:13][C@@H:12]([C@H:14]2[O:15][C@@H:7]3[O:6][C:14]([CH3:16])([CH3:12])[O:9][C@@H:8]3[C@H:16]2[OH:17])[CH2:10][O:11]1. The yield is 0.570.